This data is from Reaction yield outcomes from USPTO patents with 853,638 reactions. The task is: Predict the reaction yield, written as a fraction of the theoretical maximum amount of product (1.0 means a 100% yield; for example, 0.34 means a 34% yield). (1) The catalyst is CO.CCOC(C)=O.Cl.[Pd]. The product is [ClH:1].[Cl:1][C:2]1[CH:3]=[C:4]([C:9]2[O:13][C:12]([CH2:14][CH:15]([NH2:17])[CH3:16])=[CH:11][CH:10]=2)[CH:5]=[CH:6][C:7]=1[Cl:8]. The yield is 0.290. The reactants are [Cl:1][C:2]1[CH:3]=[C:4]([C:9]2[O:13][C:12](/[CH:14]=[C:15](/[NH2:17])\[CH3:16])=[CH:11][CH:10]=2)[CH:5]=[CH:6][C:7]=1[Cl:8]. (2) The reactants are Br[C:2]1[C:10]2[O:9][CH:8]([CH2:11][O:12][S:13]([C:16]3[CH:21]=[CH:20][C:19]([CH3:22])=[CH:18][CH:17]=3)(=[O:15])=[O:14])[O:7][C:6]=2[CH:5]=[C:4]([Cl:23])[CH:3]=1.[Cl:24][C:25]1[CH:30]=[CH:29][CH:28]=[CH:27][C:26]=1B(O)O. No catalyst specified. The product is [Cl:24][C:25]1[CH:30]=[CH:29][CH:28]=[CH:27][C:26]=1[C:2]1[C:10]2[O:9][CH:8]([CH2:11][O:12][S:13]([C:16]3[CH:17]=[CH:18][C:19]([CH3:22])=[CH:20][CH:21]=3)(=[O:14])=[O:15])[O:7][C:6]=2[CH:5]=[C:4]([Cl:23])[CH:3]=1. The yield is 0.810. (3) The reactants are [Cl:1][C:2]1[CH:3]=[C:4]([C:17]#[CH:18])[C:5]([CH3:16])=[C:6]([NH:8]C(=O)OC(C)(C)C)[CH:7]=1.FC(F)(F)C(O)=O. The catalyst is ClCCl. The product is [Cl:1][C:2]1[CH:3]=[C:4]([C:17]#[CH:18])[C:5]([CH3:16])=[C:6]([CH:7]=1)[NH2:8]. The yield is 0.400.